Dataset: Forward reaction prediction with 1.9M reactions from USPTO patents (1976-2016). Task: Predict the product of the given reaction. (1) Given the reactants Cl.[NH2:2][C@@H:3]1[C:17](=[O:18])[N:16]2[CH2:19][C@H:20]([O:22][C:23]3[N:24]=[C:25]4[C:30](=[C:31]5[C:36]=3[CH:35]=[CH:34][CH:33]=[CH:32]5)[CH:29]=[CH:28][CH:27]=[CH:26]4)[CH2:21][C@H:15]2[C:14](=[O:37])[NH:13][C@:12]2([C:39]([NH:41][S:42]([CH:45]3[CH2:47][CH2:46]3)(=[O:44])=[O:43])=[O:40])[CH2:38][C@H:11]2[CH:10]=[CH:9][CH2:8][CH2:7][CH2:6][CH2:5][CH2:4]1.[N:48]1[CH:53]=[CH:52][N:51]=[CH:50][C:49]=1[C:54](O)=[O:55].CN(C(ON1N=NC2C=CC=NC1=2)=[N+](C)C)C.F[P-](F)(F)(F)(F)F.C(N(C(C)C)CC)(C)C, predict the reaction product. The product is: [CH:45]1([S:42]([NH:41][C:39]([C@@:12]23[CH2:38][C@H:11]2[CH:10]=[CH:9][CH2:8][CH2:7][CH2:6][CH2:5][CH2:4][C@H:3]([NH:2][C:54]([C:49]2[CH:50]=[N:51][CH:52]=[CH:53][N:48]=2)=[O:55])[C:17](=[O:18])[N:16]2[CH2:19][C@H:20]([O:22][C:23]4[N:24]=[C:25]5[C:30](=[C:31]6[C:36]=4[CH:35]=[CH:34][CH:33]=[CH:32]6)[CH:29]=[CH:28][CH:27]=[CH:26]5)[CH2:21][C@H:15]2[C:14](=[O:37])[NH:13]3)=[O:40])(=[O:43])=[O:44])[CH2:46][CH2:47]1. (2) Given the reactants [CH:1]1[C:6](N=C=S)=[CH:5][C:4]2[C:10]([O:12][C:13]3([C:23]4[CH:24]=[CH:25][C:26]([OH:28])=[CH:27][C:22]=4[O:21][C:15]4[CH:16]=[C:17]([OH:20])[CH:18]=[CH:19][C:14]3=4)[C:3]=2[CH:2]=1)=[O:11].C(N(CC)CC)C.O, predict the reaction product. The product is: [CH:1]1[CH:6]=[CH:5][C:4]([C:10]([OH:12])=[O:11])=[C:3]([C:13]2[C:14]3[CH:19]=[CH:18][C:17]([OH:20])=[CH:16][C:15]=3[O:21][C:22]3[C:23]=2[CH:24]=[CH:25][C:26]([CH:27]=3)=[O:28])[CH:2]=1. (3) Given the reactants [C:1]1([C:7]2[CH:16]=[CH:15][CH:14]=[CH:13][C:8]=2[NH:9][C:10](=[O:12])[CH3:11])[CH:6]=[CH:5][CH:4]=[CH:3][CH:2]=1.[BrH:17], predict the reaction product. The product is: [C:1]1([C:7]2[CH:16]=[C:15]([Br:17])[CH:14]=[CH:13][C:8]=2[NH:9][C:10](=[O:12])[CH3:11])[CH:2]=[CH:3][CH:4]=[CH:5][CH:6]=1. (4) Given the reactants [OH:1][C:2]1[CH:3]=[C:4]([CH2:8][C:9]([OH:11])=[O:10])[CH:5]=[CH:6][CH:7]=1.[CH2:12](Br)[C:13]1[CH:18]=[CH:17][CH:16]=[CH:15][CH:14]=1.C(=O)([O-])[O-].[K+].[K+], predict the reaction product. The product is: [CH2:12]([O:10][C:9](=[O:11])[CH2:8][C:4]1[CH:5]=[CH:6][CH:7]=[C:2]([O:1][CH2:8][C:4]2[CH:5]=[CH:6][CH:7]=[CH:2][CH:3]=2)[CH:3]=1)[C:13]1[CH:18]=[CH:17][CH:16]=[CH:15][CH:14]=1.